Dataset: Full USPTO retrosynthesis dataset with 1.9M reactions from patents (1976-2016). Task: Predict the reactants needed to synthesize the given product. (1) Given the product [ClH:12].[S:1]1[CH:5]=[CH:4][CH:3]=[C:2]1[C:6]1([CH2:9][NH2:10])[CH2:8][CH2:7]1, predict the reactants needed to synthesize it. The reactants are: [S:1]1[CH:5]=[CH:4][CH:3]=[C:2]1[C:6]1([C:9]#[N:10])[CH2:8][CH2:7]1.B.[ClH:12]. (2) Given the product [CH3:1][C:2]([CH3:21])([CH3:20])[C@H:3]([NH:11][C:12]([O:14][C@H:15]1[CH2:19][CH2:18][O:17][CH2:16]1)=[O:13])[C:4]([OH:6])=[O:5], predict the reactants needed to synthesize it. The reactants are: [CH3:1][C:2]([CH3:21])([CH3:20])[C@H:3]([NH:11][C:12]([O:14][C@H:15]1[CH2:19][CH2:18][O:17][CH2:16]1)=[O:13])[C:4]([O:6]C(C)(C)C)=[O:5].FC(F)(F)C(O)=O. (3) Given the product [Br:1][C:2]1[CH:7]=[CH:6][C:5]([O:8][CH2:12][CH2:11][CH2:10][Br:9])=[CH:4][CH:3]=1, predict the reactants needed to synthesize it. The reactants are: [Br:1][C:2]1[CH:7]=[CH:6][C:5]([OH:8])=[CH:4][CH:3]=1.[Br:9][CH2:10][CH2:11][CH2:12]Br.C(=O)([O-])[O-].[K+].[K+].O. (4) Given the product [CH2:1]([N:8]1[CH2:12][C@@H:11]([NH:13][CH2:14][C:15]2[CH:20]=[CH:19][C:18]([F:21])=[CH:17][C:16]=2[F:22])[CH2:10][C@H:9]1[C:30]([N:43]1[CH2:44][CH2:45][N:40]([C:35]2[CH:36]=[CH:37][CH:38]=[CH:39][C:34]=2[Cl:33])[CH2:41][CH2:42]1)=[O:31])[C:2]1[CH:7]=[CH:6][CH:5]=[CH:4][CH:3]=1, predict the reactants needed to synthesize it. The reactants are: [CH2:1]([N:8]1[CH2:12][CH:11]([N:13](C(OC(C)(C)C)=O)[CH2:14][C:15]2[CH:20]=[CH:19][C:18]([F:21])=[CH:17][C:16]=2[F:22])[CH2:10][CH:9]1[C:30](O)=[O:31])[C:2]1[CH:7]=[CH:6][CH:5]=[CH:4][CH:3]=1.[Cl:33][C:34]1[CH:39]=[CH:38][CH:37]=[CH:36][C:35]=1[N:40]1[CH2:45][CH2:44][NH:43][CH2:42][CH2:41]1. (5) Given the product [Cl:1][C:2]1[C:10]2[N:9]=[C:8]3[N:11]([C:15]4[C:20]([CH3:21])=[N:19][C:18]([O:22][CH:33]([CH3:35])[CH3:34])=[CH:17][CH:16]=4)[CH2:12][CH2:13][CH2:14][N:7]3[C:6]=2[C:5]([CH:23]([O:28][CH:29]([F:30])[F:31])[C:24]([F:27])([F:26])[F:25])=[CH:4][CH:3]=1, predict the reactants needed to synthesize it. The reactants are: [Cl:1][C:2]1[C:10]2[N:9]=[C:8]3[N:11]([C:15]4[CH:16]=[CH:17][C:18]([OH:22])=[N:19][C:20]=4[CH3:21])[CH2:12][CH2:13][CH2:14][N:7]3[C:6]=2[C:5]([CH:23]([O:28][CH:29]([F:31])[F:30])[C:24]([F:27])([F:26])[F:25])=[CH:4][CH:3]=1.I[CH:33]([CH3:35])[CH3:34]. (6) Given the product [NH2:26][CH:5]([C:4]1[CH:7]=[CH:8][C:9]([O:10][C:11]([F:14])([F:13])[F:12])=[C:2]([F:1])[CH:3]=1)[CH2:16][C:15]([OH:21])=[O:20], predict the reactants needed to synthesize it. The reactants are: [F:1][C:2]1[CH:3]=[C:4]([CH:7]=[CH:8][C:9]=1[O:10][C:11]([F:14])([F:13])[F:12])[CH:5]=O.[C:15]([OH:21])(=[O:20])[CH2:16]C(O)=O.C([O-])(=O)C.[NH4+:26]. (7) Given the product [O:1]1[CH:35]=[N:4][C:3]([C:5]2[CH:10]=[CH:9][N:8]3[C:11]4[CH2:17][C@H:16]([NH:18][C:19](=[O:25])[O:20][C:21]([CH3:24])([CH3:23])[CH3:22])[C@@H:15]([C:26]5[CH:31]=[C:30]([F:32])[C:29]([F:33])=[CH:28][C:27]=5[F:34])[CH2:14][C:12]=4[N:13]=[C:7]3[CH:6]=2)=[N:2]1, predict the reactants needed to synthesize it. The reactants are: [OH:1][NH:2][C:3]([C:5]1[CH:10]=[CH:9][N:8]2[C:11]3[CH2:17][C@H:16]([NH:18][C:19](=[O:25])[O:20][C:21]([CH3:24])([CH3:23])[CH3:22])[C@@H:15]([C:26]4[CH:31]=[C:30]([F:32])[C:29]([F:33])=[CH:28][C:27]=4[F:34])[CH2:14][C:12]=3[N:13]=[C:7]2[CH:6]=1)=[NH:4].[CH:35](OCC)(OCC)OCC.C1(C)C=CC(S(O)(=O)=O)=CC=1. (8) Given the product [CH3:26][C:24]1[CH:25]=[C:20]([O:19][C:13]2[C:12]3[C:17](=[CH:18][C:9]([OH:8])=[C:10]([O:34][CH3:35])[CH:11]=3)[N:16]=[CH:15][CH:14]=2)[C:21]([C:28]2[CH:29]=[N:30][CH:31]=[CH:32][CH:33]=2)=[N:22][C:23]=1[CH3:27], predict the reactants needed to synthesize it. The reactants are: C([O:8][C:9]1[CH:18]=[C:17]2[C:12]([C:13]([O:19][C:20]3[C:21]([C:28]4[CH:29]=[N:30][CH:31]=[CH:32][CH:33]=4)=[N:22][C:23]([CH3:27])=[C:24]([CH3:26])[CH:25]=3)=[CH:14][CH:15]=[N:16]2)=[CH:11][C:10]=1[O:34][CH3:35])C1C=CC=CC=1.CS(O)(=O)=O. (9) Given the product [Br:25][C:26]1[CH:27]=[C:28]([C:36]([NH:15][CH:14]2[CH2:12][CH2:13]2)=[O:38])[CH:29]=[C:30]2[C:35]=1[N:34]=[CH:33][CH:32]=[CH:31]2, predict the reactants needed to synthesize it. The reactants are: CN(C(ON1N=NC2[CH:12]=[CH:13][CH:14]=[N:15]C1=2)=[N+](C)C)C.F[P-](F)(F)(F)(F)F.[Br:25][C:26]1[CH:27]=[C:28]([C:36]([OH:38])=O)[CH:29]=[C:30]2[C:35]=1[N:34]=[CH:33][CH:32]=[CH:31]2.C(N(C(C)C)CC)(C)C.C1(N)CC1.